From a dataset of Forward reaction prediction with 1.9M reactions from USPTO patents (1976-2016). Predict the product of the given reaction. (1) Given the reactants Br[C:2]1[C:8]([C:9]([F:12])([F:11])[F:10])=[CH:7][C:5]([NH2:6])=[CH:4][C:3]=1[Cl:13].C(=O)([O-])[O-].[Na+].[Na+].[C:20]([NH:24][S:25]([C:28]1[CH:33]=[C:32](B2OC(C)(C)C(C)(C)O2)[CH:31]=[CH:30][C:29]=1[CH3:43])(=[O:27])=[O:26])([CH3:23])([CH3:22])[CH3:21].O, predict the reaction product. The product is: [NH2:6][C:5]1[CH:7]=[C:8]([C:9]([F:12])([F:11])[F:10])[C:2]([C:32]2[CH:31]=[CH:30][C:29]([CH3:43])=[C:28]([S:25]([NH:24][C:20]([CH3:23])([CH3:22])[CH3:21])(=[O:26])=[O:27])[CH:33]=2)=[C:3]([Cl:13])[CH:4]=1. (2) Given the reactants [NH:1]1[CH2:6][CH2:5][NH:4][CH2:3][CH2:2]1.N1C=CC=CC=1.C1(C)C=CC=CC=1.Cl[C:21]1[CH:26]=[CH:25][C:24]([Cl:27])=[CH:23][N:22]=1, predict the reaction product. The product is: [Cl:27][C:24]1[CH:25]=[CH:26][C:21]([N:1]2[CH2:6][CH2:5][NH:4][CH2:3][CH2:2]2)=[N:22][CH:23]=1. (3) Given the reactants [F:1][C:2]1[CH:3]=[C:4]([CH:13]=[CH:14][C:15]=1[CH2:16][CH2:17][N+:18]([O-:20])=O)[O:5][CH2:6][C:7]1[CH:12]=[CH:11][CH:10]=[CH:9][N:8]=1.C[O-].[Li+].[C:24]([C:26]1[C:27]([NH2:32])=[N:28][CH:29]=[CH:30][CH:31]=1)#[CH:25].C(N(CC)CC)C, predict the reaction product. The product is: [F:1][C:2]1[CH:3]=[C:4]([O:5][CH2:6][C:7]2[CH:12]=[CH:11][CH:10]=[CH:9][N:8]=2)[CH:13]=[CH:14][C:15]=1[CH2:16][C:17]1[CH:25]=[C:24]([C:26]2[C:27]([NH2:32])=[N:28][CH:29]=[CH:30][CH:31]=2)[O:20][N:18]=1. (4) The product is: [F:31][C:27]1([F:30])[CH2:28][CH2:29][CH:24]([CH2:23][NH:22][C:20]([C:13]2[C:12]3[C:16](=[CH:17][CH:18]=[CH:19][C:11]=3[Cl:10])[N:15]([CH2:5][C:4](=[O:7])[N:3]([CH2:8][CH3:9])[CH2:1][CH3:2])[CH:14]=2)=[O:21])[CH2:25][CH2:26]1. Given the reactants [CH2:1]([N:3]([CH2:8][CH3:9])[C:4](=[O:7])[CH2:5]Cl)[CH3:2].[Cl:10][C:11]1[CH:19]=[CH:18][CH:17]=[C:16]2[C:12]=1[C:13]([C:20]([NH:22][CH2:23][CH:24]1[CH2:29][CH2:28][C:27]([F:31])([F:30])[CH2:26][CH2:25]1)=[O:21])=[CH:14][NH:15]2, predict the reaction product. (5) Given the reactants [S:1]1[CH:5]=[CH:4][C:3]([CH2:6][O:7][CH2:8][C:9]2[O:13][N:12]=[C:11]([C:14]([OH:16])=O)[CH:10]=2)=[CH:2]1.C(N(CC)CC)C.Cl.C(N=C=NCCCN(C)C)C.ON1C2C=CC=CC=2N=N1.[O:46]1[CH2:51][CH2:50][CH:49]([CH2:52][NH2:53])[CH2:48][CH2:47]1, predict the reaction product. The product is: [O:46]1[CH2:51][CH2:50][CH:49]([CH2:52][NH:53][C:14]([C:11]2[CH:10]=[C:9]([CH2:8][O:7][CH2:6][C:3]3[CH:4]=[CH:5][S:1][CH:2]=3)[O:13][N:12]=2)=[O:16])[CH2:48][CH2:47]1. (6) Given the reactants [CH3:1][C:2]([C:11]1[O:15][N:14]=[C:13]([NH:16][C:17](=[O:25])OC2C=CC=CC=2)[CH:12]=1)([CH3:10])[CH2:3][N:4]1[CH2:9][CH2:8][O:7][CH2:6][CH2:5]1.C([N:29](CC)C(C)C)(C)C.COC1C=C2C(=CC=1OC)N=CN=C2OC1C=C(C=CC=1)N, predict the reaction product. The product is: [CH3:1][C:2]([C:11]1[O:15][N:14]=[C:13]([NH:16][C:17](=[O:25])[NH2:29])[CH:12]=1)([CH3:10])[CH2:3][N:4]1[CH2:9][CH2:8][O:7][CH2:6][CH2:5]1. (7) Given the reactants [NH2:1][C:2](=[O:17])[CH2:3][O:4][C:5]1[CH:14]=[CH:13][C:8]([C:9]([O:11][CH3:12])=[O:10])=[C:7]([O:15][CH3:16])[CH:6]=1.[Br:18]Br, predict the reaction product. The product is: [NH2:1][C:2](=[O:17])[CH2:3][O:4][C:5]1[C:14]([Br:18])=[CH:13][C:8]([C:9]([O:11][CH3:12])=[O:10])=[C:7]([O:15][CH3:16])[CH:6]=1. (8) Given the reactants [F:1][CH:2]1[CH2:7][CH2:6][N:5]([CH2:8][C:9]2[CH:14]=[CH:13][C:12]([C:15]([F:18])([F:17])[F:16])=[CH:11][CH:10]=2)[C@@H:4]([C:19]([NH:21][C:22]2([C:25]3[CH:34]=[CH:33][C:28]([C:29]([O:31]C)=[O:30])=[CH:27][CH:26]=3)[CH2:24][CH2:23]2)=[O:20])[CH2:3]1.O[Li].O, predict the reaction product. The product is: [F:1][CH:2]1[CH2:7][CH2:6][N:5]([CH2:8][C:9]2[CH:14]=[CH:13][C:12]([C:15]([F:18])([F:16])[F:17])=[CH:11][CH:10]=2)[C@@H:4]([C:19]([NH:21][C:22]2([C:25]3[CH:26]=[CH:27][C:28]([C:29]([OH:31])=[O:30])=[CH:33][CH:34]=3)[CH2:23][CH2:24]2)=[O:20])[CH2:3]1.